From a dataset of Forward reaction prediction with 1.9M reactions from USPTO patents (1976-2016). Predict the product of the given reaction. (1) Given the reactants [C:1]1([S:7]([N:10]2[CH2:14][CH:13]([C:15]3[CH:20]=[CH:19][CH:18]=[C:17](Br)[CH:16]=3)[N:12]([CH:22]([CH3:24])[CH3:23])[C:11]2=[O:25])(=[O:9])=[O:8])[CH:6]=[CH:5][CH:4]=[CH:3][CH:2]=1.[CH2:26]([O:28][C:29]1[CH:30]=[CH:31][C:32]([F:38])=[C:33](B(O)O)[CH:34]=1)[CH3:27].C(=O)([O-])[O-].[Na+].[Na+], predict the reaction product. The product is: [C:1]1([S:7]([N:10]2[CH2:14][CH:13]([C:15]3[CH:16]=[C:17]([C:31]4[CH:30]=[C:29]([O:28][CH2:26][CH3:27])[CH:34]=[CH:33][C:32]=4[F:38])[CH:18]=[CH:19][CH:20]=3)[N:12]([CH:22]([CH3:24])[CH3:23])[C:11]2=[O:25])(=[O:9])=[O:8])[CH:6]=[CH:5][CH:4]=[CH:3][CH:2]=1. (2) Given the reactants [C:1]([O:4][C@@H:5]1[C@@H:10]([O:11][C:12](=[O:14])[CH3:13])[C@H:9]([O:15][C:16](=[O:18])[CH3:17])[C@@H:8]([CH2:19][O:20][C:21](=[O:23])[CH3:22])[O:7][C@H:6]1[O:24][C:25]1[CH:30]=[C:29]([CH3:31])[CH:28]=[C:27]([O:32][CH2:33][C:34](OC)=O)[C:26]=1C(=O)C)(=[O:3])[CH3:2].[C:41]1([CH3:49])[CH:46]=[CH:45][C:44]([CH:47]=O)=[CH:43][CH:42]=1.[OH-].[K+].Cl.[CH2:53](O)C, predict the reaction product. The product is: [C:1]([O:4][C@@H:5]1[C@@H:10]([O:11][C:12](=[O:14])[CH3:13])[C@H:19]([O:20][C:21](=[O:23])[CH3:22])[C@@H:8]([CH2:9][O:15][C:16](=[O:18])[CH3:17])[O:7][C@H:6]1[O:24][C:25]1[C:26]2[C:34]([CH2:53][CH2:47][C:44]3[CH:45]=[CH:46][C:41]([CH3:49])=[CH:42][CH:43]=3)=[CH:33][O:32][C:27]=2[CH:28]=[C:29]([CH3:31])[CH:30]=1)(=[O:3])[CH3:2]. (3) The product is: [NH2:1][C:4]1[N:9]=[CH:8][C:7]([O:10][CH:11]2[CH2:14][N:13]([C:15]([O:17][C:18]([CH3:21])([CH3:20])[CH3:19])=[O:16])[CH2:12]2)=[CH:6][CH:5]=1. Given the reactants [N+:1]([C:4]1[N:9]=[CH:8][C:7]([O:10][CH:11]2[CH2:14][N:13]([C:15]([O:17][C:18]([CH3:21])([CH3:20])[CH3:19])=[O:16])[CH2:12]2)=[CH:6][CH:5]=1)([O-])=O.C(OCC)(=O)C, predict the reaction product. (4) Given the reactants Br[C:2]1[C:10]2[N:9]3[CH2:11][CH2:12][CH2:13][NH:14][C:15](=[O:16])[C:8]3=[CH:7][C:6]=2[CH:5]=[C:4]([C:17]#[N:18])[CH:3]=1.CC1(C)C(C)(C)OB([C:27]2[CH:28]=[CH:29][C:30]([NH2:33])=[N:31][CH:32]=2)O1, predict the reaction product. The product is: [NH2:33][C:30]1[N:31]=[CH:32][C:27]([C:2]2[C:10]3[N:9]4[CH2:11][CH2:12][CH2:13][NH:14][C:15](=[O:16])[C:8]4=[CH:7][C:6]=3[CH:5]=[C:4]([C:17]#[N:18])[CH:3]=2)=[CH:28][CH:29]=1. (5) Given the reactants [Cl:1][C:2]1[N:3]=[C:4](Cl)[C:5]2[CH:11]=[C:10]([O:12][C:13]3[CH:18]=[CH:17][C:16]([F:19])=[CH:15][C:14]=3[F:20])[N:9]=[CH:8][C:6]=2[N:7]=1.[NH3:22], predict the reaction product. The product is: [Cl:1][C:2]1[N:3]=[C:4]([NH2:22])[C:5]2[CH:11]=[C:10]([O:12][C:13]3[CH:18]=[CH:17][C:16]([F:19])=[CH:15][C:14]=3[F:20])[N:9]=[CH:8][C:6]=2[N:7]=1. (6) The product is: [Cl:20][C:14]1[CH:15]=[CH:16][C:17]([Cl:19])=[CH:18][C:13]=1[O:12][C:7]1[C:6]([C:4]([OH:5])=[O:3])=[CH:11][N:10]=[CH:9][N:8]=1. Given the reactants C([O:3][C:4]([C:6]1[C:7]([O:12][C:13]2[CH:18]=[C:17]([Cl:19])[CH:16]=[CH:15][C:14]=2[Cl:20])=[N:8][CH:9]=[N:10][CH:11]=1)=[O:5])C.[OH-].[Na+], predict the reaction product. (7) Given the reactants Br[C:2]1[CH:7]=[CH:6][C:5]([CH3:8])=[CH:4][C:3]=1[F:9].[B:10]1([B:10]2[O:14][C:13]([CH3:16])([CH3:15])[C:12]([CH3:18])([CH3:17])[O:11]2)[O:14][C:13]([CH3:16])([CH3:15])[C:12]([CH3:18])([CH3:17])[O:11]1.C([O-])(=O)C.[K+], predict the reaction product. The product is: [F:9][C:3]1[CH:4]=[C:5]([CH3:8])[CH:6]=[CH:7][C:2]=1[B:10]1[O:14][C:13]([CH3:16])([CH3:15])[C:12]([CH3:18])([CH3:17])[O:11]1. (8) Given the reactants [CH3:1][O:2][C:3](=[O:29])[CH2:4][CH2:5][C:6]1[CH:15]=[CH:14][C:13]2[C:8](=[C:9]([N:16]3[CH2:21][CH2:20][N:19](C(OC(C)(C)C)=O)[CH2:18][CH2:17]3)[CH:10]=[CH:11][CH:12]=2)[N:7]=1.FC(F)(F)C(O)=O, predict the reaction product. The product is: [N:16]1([C:9]2[CH:10]=[CH:11][CH:12]=[C:13]3[C:8]=2[N:7]=[C:6]([CH2:5][CH2:4][C:3]([O:2][CH3:1])=[O:29])[CH:15]=[CH:14]3)[CH2:21][CH2:20][NH:19][CH2:18][CH2:17]1. (9) Given the reactants COC(=O)[C:4]1[CH:9]=[CH:8][CH:7]=[C:6]([NH:10][C:11](=[O:38])[CH2:12][N:13]2[N:19]=[C:18]([CH:20]3[CH2:25][CH2:24][CH2:23][CH2:22][CH2:21]3)[C:17]3[CH:26]=[CH:27][CH:28]=[CH:29][C:16]=3[N:15]([CH2:30][C:31](=[O:36])[C:32]([CH3:35])([CH3:34])[CH3:33])[C:14]2=[O:37])[CH:5]=1.[C:40]([O:44][C:45](=[O:59])[N:46]([C:52]1C=CC=[C:54](N)[CH:53]=1)CCOCC)([CH3:43])([CH3:42])[CH3:41].C(OC(=O)N(C1C=CC=C(N)C=1)C)(C)(C)C.BrCCOCC.IC.COC(=O)C1C=CC=C(N)C=1, predict the reaction product. The product is: [C:40]([O:44][C:45](=[O:59])[N:46]([C:4]1[CH:9]=[CH:8][CH:7]=[C:6]([NH:10][C:11](=[O:38])[CH2:12][N:13]2[N:19]=[C:18]([CH:20]3[CH2:25][CH2:24][CH2:23][CH2:22][CH2:21]3)[C:17]3[CH:26]=[CH:27][CH:28]=[CH:29][C:16]=3[N:15]([CH2:30][C:31](=[O:36])[C:32]([CH3:35])([CH3:33])[CH3:34])[C:14]2=[O:37])[CH:5]=1)[CH2:52][CH2:53][CH3:54])([CH3:43])([CH3:42])[CH3:41].